This data is from Reaction yield outcomes from USPTO patents with 853,638 reactions. The task is: Predict the reaction yield, written as a fraction of the theoretical maximum amount of product (1.0 means a 100% yield; for example, 0.34 means a 34% yield). (1) The reactants are [Br:1][C:2]1[CH:7]=[CH:6][C:5]([NH:8][C:9](=[O:27])[C:10]2[CH:15]=[CH:14][C:13]([S:16][C:17]3[CH:22]=[CH:21][C:20]([OH:23])=[CH:19][CH:18]=3)=[C:12]([N+:24]([O-])=O)[CH:11]=2)=[CH:4][CH:3]=1.C(=O)([O-])[O-].[Na+].[Na+]. The catalyst is C(O)(=O)C.C(O)C.O.[Fe]. The product is [NH2:24][C:12]1[CH:11]=[C:10]([CH:15]=[CH:14][C:13]=1[S:16][C:17]1[CH:22]=[CH:21][C:20]([OH:23])=[CH:19][CH:18]=1)[C:9]([NH:8][C:5]1[CH:6]=[CH:7][C:2]([Br:1])=[CH:3][CH:4]=1)=[O:27]. The yield is 0.760. (2) The reactants are [CH3:1][O:2][C:3]1[CH:4]=[C:5]([CH:8]=[C:9]([O:13][CH3:14])[C:10]=1[O:11][CH3:12])[CH:6]=O.[ClH:15].CO.C(O[CH:21](OCC)[CH2:22][NH:23][CH2:24][C:25]1[CH:30]=[CH:29][CH:28]=[C:27]([O:31][CH2:32][CH3:33])[C:26]=1[OH:34])C. The catalyst is CCO. The product is [ClH:15].[CH3:1][O:2][C:3]1[CH:4]=[C:5]([CH:8]=[C:9]([O:13][CH3:14])[C:10]=1[O:11][CH3:12])[CH2:6][C:21]1[C:30]2[C:25](=[C:26]([OH:34])[C:27]([O:31][CH2:32][CH3:33])=[CH:28][CH:29]=2)[CH:24]=[N:23][CH:22]=1. The yield is 0.330.